From a dataset of Experimentally validated miRNA-target interactions with 360,000+ pairs, plus equal number of negative samples. Binary Classification. Given a miRNA mature sequence and a target amino acid sequence, predict their likelihood of interaction. (1) The protein sequence of the target gene is MQANGAGGGGGGGGGGQGQTPELACLSAQNGESSPSATSAGDLAHANGLLPAAPSAAGNNSNSLSVNNGVPGGAAAASATAAAAQATPELGSSLKKKKRLSQSDEDVIRLIGQHLNGLGLNQTVDLLMQESGCRLEHPSATKFRNHVMEGDWDKAENDLNELKPLVHSPHAIVVRGALEISQTLLGIIVRMKFLLLQQKYLEYLEDGKVLEALQVLRCELTPLKYNTERIHVLSGYLMCSHAEDLRAKAEWEGKGTASRSKLLDKLQTYLPPSVMLPPRRLQTLLRQAVELQRDRCLYHN.... Result: 1 (interaction). The miRNA is mmu-miR-466q with sequence GUGCACACACACACAUACGU. (2) The miRNA is hsa-miR-3617-3p with sequence CAUCAGCACCCUAUGUCCUUUCU. The protein sequence of the target gene is MKRHRPVSSSDSSDESPSTSFTSGSMYRIKSKIPNEHKKPAEVFRKDLISAMKLPDSHHINPDSYYLFADTWKEEWEKGVQVPASPDTVPQPSLRIIAEKVKDVLFIRPRKYIHCSSPDTTEPGYINIMELAASVCRYDLDDMDIFWLQELNEDLAEMGCGPVDENLMEKTVEVLERHCHENMNHAIETEEGLGIEYDEDVICDVCRSPDSEEGNDMVFCDKCNVCVHQACYGILKVPEGSWLCRSCVLGIYPQCVLCPKKGGALKTTKTGTKWAHVSCALWIPEVSIACPERMEPITKI.... Result: 0 (no interaction). (3) The miRNA is hsa-miR-6727-3p with sequence UCCUGCCACCUCCUCCGCAG. The protein sequence of the target gene is MVQSTVTVNGVKVASTHPQSAHISIHIHQKSALEQLLGAVGSLKKFLSWPQARIHYGQLSLGVTQILLGLVSCALGVCLYFGPWTELCAFGCAFWSGSVAILAGVGTIVHEKRQGKLSGQVSCLLLLACIATAAAATVLGVNSLIRQTSVPYYVEIFSTCNPLQSSMDPGYGTVRYSDDSDWKTERCREYLNMMMNLFLAFCIMLTVVCILEIVVSVASLGLSLRSMYGRSSQALNEEESERKLLDGHPAPASPAKEKIPAIL. Result: 0 (no interaction). (4) The miRNA is hsa-miR-595 with sequence GAAGUGUGCCGUGGUGUGUCU. The protein sequence of the target gene is MASTNAESQLQRIIRDLQDAVTELSKEFQEAGEPITDDSTSLHKFSYKLEYLLQFDQKEKATLLGNKKDYWDYFCACLAKVKGANDGIRFVKSISELRTSLGKGRAFIRYSLVHQRLADTLQQCFMNTKVTSDWYYARSPFLQPKLSSDIVGQLYELTEVQFDLASRGFDLDAAWPTFARRTLTTGSSAYLWKPPSRSSSMSSLVSSYLQTQEMVSNFDLNSPLNNEALEGFDEMRLELDQLEVREKQLRERMQQLDRENQELRAAVSQQGEQLQTERERGRTAAEDNVRLTCLVAELQK.... Result: 1 (interaction). (5) The miRNA is hsa-miR-6853-5p with sequence AGCGUGGGAUGUCCAUGAAGUCAG. The protein sequence of the target gene is MESADFYEAEPRPPMSSHLQSPPHAPSNAAFGFPRGAGPAPPPAPPAAPEPLGGICEHETSIDISAYIDPAAFNDEFLADLFQHSRQQEKAKAAAGPAGGGGDFDYPGAPAGPGGAVMSAGAHGPPPGYGCAAAGYLDGRLEPLYERVGAPALRPLVIKQEPREEDEAKQLALAGLFPYQPPPPPPPPHPHASPAHLAAPHLQFQIAHCGQTTMHLQPGHPTPPPTPVPSPHPAPAMGAAGLPGPGGSLKGLAGPHPDLRTGGGGGGGAGAGKAKKSVDKNSNEYRVRRERNNIAVRKSR.... Result: 0 (no interaction). (6) The miRNA is hsa-miR-6848-5p with sequence UGGGGGCUGGGAUGGGCCAUGGU. The protein sequence of the target gene is MFLRRLGGWLPRPWGRKKSTKADLPAPEPRWVDSSPENSGSDWDSAPETMGDVGPLKTKDSGTRRPPGAAPESSRDLKVDQLGSKRMDSLKRDKTASTIQEPARLESGGAIPKLDWDPVDSGGVKNLGVSAQGRLGTIGPEALLEKPGRRQKLLRWLRGEPGAPSHYLQDPEEYLQISTNLTLHLLELLATALLALCSRPLRAILDALGLRGPVGLWLHGLLCFLAALHGLHAVLSLLTAHPLHFACLFGLLQALVLAVSLREPVEDEETADWESEGQEREAKEQREGPGRML. Result: 0 (no interaction). (7) The miRNA is hsa-miR-202-5p with sequence UUCCUAUGCAUAUACUUCUUUG. The protein sequence of the target gene is MKAAGILTLIGCLVTGAESKIYTRCKLAKIFSRAGLDNYWGFSLGNWICMAYYESGYNTTAQTVLDDGSIDYGIFQINSFAWCRRGKLKENNHCHVACSALVTDDLTDAIICAKKIVKETQGMNYWQGWKKHCEGRDLSDWKKDCEVS. Result: 0 (no interaction).